This data is from NCI-60 drug combinations with 297,098 pairs across 59 cell lines. The task is: Regression. Given two drug SMILES strings and cell line genomic features, predict the synergy score measuring deviation from expected non-interaction effect. Drug 1: COC1=CC(=CC(=C1O)OC)C2C3C(COC3=O)C(C4=CC5=C(C=C24)OCO5)OC6C(C(C7C(O6)COC(O7)C8=CC=CS8)O)O. Drug 2: CC1=CC=C(C=C1)C2=CC(=NN2C3=CC=C(C=C3)S(=O)(=O)N)C(F)(F)F. Cell line: NCIH23. Synergy scores: CSS=61.0, Synergy_ZIP=-1.23, Synergy_Bliss=-0.574, Synergy_Loewe=-3.29, Synergy_HSA=2.51.